This data is from M1 muscarinic receptor antagonist screen with 61,756 compounds. The task is: Binary Classification. Given a drug SMILES string, predict its activity (active/inactive) in a high-throughput screening assay against a specified biological target. (1) The result is 0 (inactive). The drug is FC(F)(F)c1nc(N2CCCCC2)nc(c1)c1ccccc1. (2) The compound is S(=O)(=O)(N(Cc1cc2c([nH]c1=O)cccc2)CC)c1ccccc1. The result is 0 (inactive).